Dataset: Full USPTO retrosynthesis dataset with 1.9M reactions from patents (1976-2016). Task: Predict the reactants needed to synthesize the given product. (1) Given the product [CH3:18][N:11]([C:10]1[N:5]2[N:4]=[CH:3][C:2]([C:25]3[CH:30]=[CH:29][CH:28]=[CH:27][CH:26]=3)=[C:6]2[N:7]=[CH:8][N:9]=1)[C:12]1[CH:17]=[CH:16][CH:15]=[CH:14][CH:13]=1, predict the reactants needed to synthesize it. The reactants are: I[C:2]1[CH:3]=[N:4][N:5]2[C:10]([N:11]([CH3:18])[C:12]3[CH:17]=[CH:16][CH:15]=[CH:14][CH:13]=3)=[N:9][CH:8]=[N:7][C:6]=12.C([O-])([O-])=O.[Na+].[Na+].[C:25]1(B(O)O)[CH:30]=[CH:29][CH:28]=[CH:27][CH:26]=1. (2) Given the product [N:16]1[CH:17]=[CH:18][C:13]([NH:12][C:1](=[O:11])[CH:2]=[CH:3][C:4]2[CH:5]=[CH:6][CH:7]=[CH:8][CH:9]=2)=[CH:14][CH:15]=1, predict the reactants needed to synthesize it. The reactants are: [C:1]([OH:11])(=O)/[CH:2]=[CH:3]/[C:4]1[CH:9]=[CH:8][CH:7]=[CH:6][CH:5]=1.[NH2:12][C:13]1[CH:18]=[CH:17][N:16]=[CH:15][CH:14]=1.C1CCC(N=C=NC2CCCCC2)CC1. (3) The reactants are: [Br:1][C:2]1[CH:7]=[CH:6][C:5]([NH:8][C:9]([CH3:23])([CH3:22])[CH2:10]OS(C2C=CC(C)=CC=2)(=O)=O)=[C:4]([N+:24]([O-:26])=[O:25])[CH:3]=1.[NH:27]1[CH2:32][CH2:31][O:30][CH2:29][CH2:28]1. Given the product [Br:1][C:2]1[CH:7]=[CH:6][C:5]([NH:8][C:9]([CH3:23])([CH3:22])[CH2:10][N:27]2[CH2:32][CH2:31][O:30][CH2:29][CH2:28]2)=[C:4]([N+:24]([O-:26])=[O:25])[CH:3]=1, predict the reactants needed to synthesize it. (4) Given the product [CH:6]1([CH:9]2[CH2:14][CH2:13][CH:12]([C:15]([OH:17])=[O:16])[CH2:11][CH2:10]2)[CH2:5][CH2:4][CH2:3][CH2:8][CH2:7]1, predict the reactants needed to synthesize it. The reactants are: Cl.Cl[C:3]1[CH:8]=[CH:7][C:6]([CH:9]2[CH2:14][CH2:13][CH:12]([C:15]([OH:17])=[O:16])[CH2:11][CH2:10]2)=[CH:5][CH:4]=1.[H][H]. (5) Given the product [C:16]([O:21][C@@H:22]([C:24]1[N:25]=[C:26]([N:4]2[CH2:5][CH2:6][N:1]([C:7]3[O:8][C:9]4[CH:10]=[N:11][CH:12]=[CH:13][C:14]=4[N:15]=3)[CH2:2][CH2:3]2)[CH:27]=[CH:28][N:29]=1)[CH3:23])(=[O:20])[CH2:17][CH2:18][CH3:19], predict the reactants needed to synthesize it. The reactants are: [N:1]1([C:7]2[O:8][C:9]3[CH:10]=[N:11][CH:12]=[CH:13][C:14]=3[N:15]=2)[CH2:6][CH2:5][NH:4][CH2:3][CH2:2]1.[C:16]([O:21][C@@H:22]([C:24]1[N:29]=[C:28](Cl)[CH:27]=[CH:26][N:25]=1)[CH3:23])(=[O:20])[CH2:17][CH2:18][CH3:19].C(N(CC)CC)C. (6) Given the product [C:1]([C:5]1[CH:6]=[C:7]([CH2:22][OH:23])[C:8]([O:20][CH3:21])=[C:9]([NH:11][C:12]([NH:24][C@@H:25]2[CH2:33][C:32]3[C:27](=[CH:28][CH:29]=[CH:30][C:31]=3[F:34])[C@@H:26]2[OH:35])=[O:19])[CH:10]=1)([CH3:2])([CH3:3])[CH3:4], predict the reactants needed to synthesize it. The reactants are: [C:1]([C:5]1[CH:6]=[C:7]([CH2:22][OH:23])[C:8]([O:20][CH3:21])=[C:9]([NH:11][C:12](=[O:19])OCC(Cl)(Cl)Cl)[CH:10]=1)([CH3:4])([CH3:3])[CH3:2].[NH2:24][C@@H:25]1[CH2:33][C:32]2[C:27](=[CH:28][CH:29]=[CH:30][C:31]=2[F:34])[C@@H:26]1[OH:35].C(O)(=O)[C@@H]([C@H](C(O)=O)O)O.